This data is from NCI-60 drug combinations with 297,098 pairs across 59 cell lines. The task is: Regression. Given two drug SMILES strings and cell line genomic features, predict the synergy score measuring deviation from expected non-interaction effect. Drug 1: C1CCC(CC1)NC(=O)N(CCCl)N=O. Drug 2: CCN(CC)CCNC(=O)C1=C(NC(=C1C)C=C2C3=C(C=CC(=C3)F)NC2=O)C. Cell line: T-47D. Synergy scores: CSS=2.64, Synergy_ZIP=-2.05, Synergy_Bliss=0.360, Synergy_Loewe=-2.01, Synergy_HSA=-1.72.